Dataset: Catalyst prediction with 721,799 reactions and 888 catalyst types from USPTO. Task: Predict which catalyst facilitates the given reaction. Reactant: [CH2:1]([C@@H:5]1[NH:10][CH2:9][C@H:8]([CH2:11][CH:12]([CH3:14])[CH3:13])[NH:7][C:6]1=[O:15])[CH:2]([CH3:4])[CH3:3].[C:16](O)(=[O:25])/[CH:17]=[CH:18]/[C:19]1[CH:24]=[CH:23][CH:22]=[CH:21][CH:20]=1.C(N(C(C)C)CC)(C)C.CN(C(ON1N=NC2C=CC=CC1=2)=[N+](C)C)C.[B-](F)(F)(F)F. Product: [CH2:1]([C@@H:5]1[N:10]([C:16](=[O:25])/[CH:17]=[CH:18]/[C:19]2[CH:24]=[CH:23][CH:22]=[CH:21][CH:20]=2)[CH2:9][C@H:8]([CH2:11][CH:12]([CH3:14])[CH3:13])[NH:7][C:6]1=[O:15])[CH:2]([CH3:4])[CH3:3]. The catalyst class is: 2.